This data is from CYP2C9 inhibition data for predicting drug metabolism from PubChem BioAssay. The task is: Regression/Classification. Given a drug SMILES string, predict its absorption, distribution, metabolism, or excretion properties. Task type varies by dataset: regression for continuous measurements (e.g., permeability, clearance, half-life) or binary classification for categorical outcomes (e.g., BBB penetration, CYP inhibition). Dataset: cyp2c9_veith. (1) The molecule is Cc1ccc(S(=O)(=O)N(CC(=O)N2CCN(c3ccc(F)cc3)CC2)C2CCCCC2)cc1. The result is 1 (inhibitor). (2) The molecule is O=C(c1ccco1)N1CCN(S(=O)(=O)c2ccc3[nH]c(=O)oc3c2)CC1. The result is 0 (non-inhibitor). (3) The drug is Cc1ccc(Cn2nc(C)c(NC(=O)c3cc(-c4ccco4)on3)c2C)cc1. The result is 1 (inhibitor). (4) The result is 1 (inhibitor). The molecule is CC(C)=CC(=O)Nc1nnc(C(C)C)s1. (5) The molecule is Cn1c(=O)n(C)c2cc(S(=O)(=O)O)ccc21. The result is 0 (non-inhibitor). (6) The compound is C=CCOC(=O)C1=C(C)NC(SCC(=O)OCC)=C(C#N)C1c1ccc(C)cc1. The result is 1 (inhibitor). (7) The compound is O=C1c2ccccc2C(=O)N1Nc1ccccc1. The result is 0 (non-inhibitor). (8) The compound is CCOC(=O)N/N=C1/C[C@@H](O)[C@@H](O)[C@H]2[C@@H]1CC[C@@H]1C(=O)N(Cc3ccc4c(c3)OCO4)C(=O)[C@H]12. The result is 0 (non-inhibitor).